From a dataset of Catalyst prediction with 721,799 reactions and 888 catalyst types from USPTO. Predict which catalyst facilitates the given reaction. The catalyst class is: 2. Product: [Br:1][C:2]1[CH:10]=[C:9]([CH:8]=[C:4]([C:5]([N:21]2[CH2:22][CH2:18][CH2:19][CH2:20]2)=[O:7])[CH:3]=1)[C:11]([O:13][CH3:14])=[O:12]. Reactant: [Br:1][C:2]1[CH:3]=[C:4]([CH:8]=[C:9]([C:11]([O:13][CH3:14])=[O:12])[CH:10]=1)[C:5]([OH:7])=O.Cl.CN(C)[CH2:18][CH2:19][CH2:20][N:21]=[C:22]=NCC.O.ON1C2C=CC=CC=2N=N1.N1CCCC1.C(N(CC)C(C)C)(C)C.